Dataset: Forward reaction prediction with 1.9M reactions from USPTO patents (1976-2016). Task: Predict the product of the given reaction. (1) Given the reactants [CH2:1]([O:3][C:4]([C:6]1[CH:14]=[C:13]2[C:9]([C:10]([C:24]([OH:26])=O)=[C:11]([CH:21]([CH3:23])[CH3:22])[N:12]2[CH2:15][C:16]2[O:17][CH:18]=[CH:19][N:20]=2)=[CH:8][CH:7]=1)=[O:5])[CH3:2].C(Cl)CCl.[F:31][C:32]1[CH:33]=[C:34]([CH:37]=[CH:38][C:39]=1[F:40])[CH2:35][NH2:36], predict the reaction product. The product is: [F:31][C:32]1[CH:33]=[C:34]([CH:37]=[CH:38][C:39]=1[F:40])[CH2:35][NH:36][C:24]([C:10]1[C:9]2[C:13](=[CH:14][C:6]([C:4]([O:3][CH2:1][CH3:2])=[O:5])=[CH:7][CH:8]=2)[N:12]([CH2:15][C:16]2[O:17][CH:18]=[CH:19][N:20]=2)[C:11]=1[CH:21]([CH3:23])[CH3:22])=[O:26]. (2) Given the reactants [C:1]([O:5][C:6]([N:8]1[CH2:13][CH2:12][CH:11]([NH:14][C:15]2[N:20]=[C:19](Cl)[N:18]=[C:17]([O:22][CH3:23])[N:16]=2)[CH2:10][CH2:9]1)=[O:7])([CH3:4])([CH3:3])[CH3:2].C(N(C(C)C)C(C)C)C.[NH2:33][CH2:34][CH2:35][OH:36], predict the reaction product. The product is: [C:1]([O:5][C:6]([N:8]1[CH2:13][CH2:12][CH:11]([NH:14][C:15]2[N:20]=[C:19]([NH:33][CH2:34][CH2:35][OH:36])[N:18]=[C:17]([O:22][CH3:23])[N:16]=2)[CH2:10][CH2:9]1)=[O:7])([CH3:4])([CH3:3])[CH3:2]. (3) The product is: [CH3:20][Si:19]([CH3:22])([CH3:21])[CH2:18][CH2:17][O:16][CH2:15][N:1]1[C:5]2[CH:6]=[N:7][CH:8]=[C:9]([C:10]#[N:11])[C:4]=2[CH:3]=[CH:2]1. Given the reactants [NH:1]1[C:5]2[CH:6]=[N:7][CH:8]=[C:9]([C:10]#[N:11])[C:4]=2[CH:3]=[CH:2]1.[H-].[Na+].Cl[CH2:15][O:16][CH2:17][CH2:18][Si:19]([CH3:22])([CH3:21])[CH3:20], predict the reaction product. (4) Given the reactants [NH:1]1[C:9]2[CH:8]=[CH:7][N:6]=[CH:5][C:4]=2[CH:3]=[CH:2]1.[Cl:10][C:11]1[CH:19]=[C:18]([C:20]#[N:21])[CH:17]=[C:16]([Cl:22])[C:12]=1[C:13](O)=[O:14], predict the reaction product. The product is: [Cl:10][C:11]1[CH:19]=[C:18]([CH:17]=[C:16]([Cl:22])[C:12]=1[C:13]([N:1]1[C:9]2[CH:8]=[CH:7][N:6]=[CH:5][C:4]=2[CH:3]=[CH:2]1)=[O:14])[C:20]#[N:21]. (5) Given the reactants [F:1][C:2]1[CH:21]=[CH:20][C:5]2[C:6]([C:9]3[CH:14]=[CH:13][CH:12]=[C:11]([O:15][CH2:16][C@H:17]4[CH2:19][O:18]4)[CH:10]=3)=[N:7][O:8][C:4]=2[CH:3]=1.[CH2:22](O)[CH3:23], predict the reaction product. The product is: [F:1][C:2]1[CH:21]=[CH:20][C:5]2[C:6]([C:9]3[CH:10]=[C:11]([CH:12]=[CH:13][CH:14]=3)[O:15][CH2:16][C@H:17]([OH:18])[CH2:19][NH:7][CH2:6][C:5]3[CH:20]=[CH:21][C:22]([CH3:23])=[CH:3][CH:4]=3)=[N:7][O:8][C:4]=2[CH:3]=1. (6) Given the reactants [CH3:1][C:2]1[CH:7]=[C:6]([S:8][C@@H:9]([C:14]2[CH:19]=[CH:18][C:17]([C:20]3[CH:25]=[CH:24][C:23]([C:26]([F:29])([F:28])[F:27])=[CH:22][CH:21]=3)=[CH:16][CH:15]=2)[CH2:10][CH2:11][CH2:12][CH3:13])[CH:5]=[CH:4][C:3]=1[O:30][CH2:31][C:32]([O:34]CC)=[O:33].[OH-].[Na+].Cl, predict the reaction product. The product is: [CH3:1][C:2]1[CH:7]=[C:6]([S:8][C@@H:9]([C:14]2[CH:15]=[CH:16][C:17]([C:20]3[CH:25]=[CH:24][C:23]([C:26]([F:29])([F:27])[F:28])=[CH:22][CH:21]=3)=[CH:18][CH:19]=2)[CH2:10][CH2:11][CH2:12][CH3:13])[CH:5]=[CH:4][C:3]=1[O:30][CH2:31][C:32]([OH:34])=[O:33]. (7) Given the reactants [CH2:1]([NH:8][C:9]([CH3:15])([CH3:14])[CH2:10][C:11](O)=[O:12])[C:2]1[CH:7]=[CH:6][CH:5]=[CH:4][CH:3]=1.B, predict the reaction product. The product is: [CH2:1]([NH:8][C:9]([CH3:15])([CH3:14])[CH2:10][CH2:11][OH:12])[C:2]1[CH:7]=[CH:6][CH:5]=[CH:4][CH:3]=1. (8) Given the reactants [S:1]=[C:2]1[NH:7][C:6]2=[CH:8][S:9][CH:10]=[C:5]2[C:4](=[O:11])[N:3]1[C:12]1[CH:17]=[CH:16][C:15]([O:18][CH2:19][C:20]([F:23])([F:22])[F:21])=[CH:14][CH:13]=1.[H-].[Na+].[C:26]([O:30][C:31](=[O:36])[NH:32][CH2:33][CH2:34]Br)([CH3:29])([CH3:28])[CH3:27].[Cl-].[NH4+], predict the reaction product. The product is: [O:11]=[C:4]1[N:3]([C:12]2[CH:13]=[CH:14][C:15]([O:18][CH2:19][C:20]([F:22])([F:23])[F:21])=[CH:16][CH:17]=2)[C:2]([S:1][CH2:34][CH2:33][NH:32][C:31](=[O:36])[O:30][C:26]([CH3:29])([CH3:28])[CH3:27])=[N:7][C:6]2=[CH:8][S:9][CH:10]=[C:5]12. (9) Given the reactants [Cl:1][C:2]1[C:11]([CH:12]=O)=[CH:10][C:9]2[C:4](=[CH:5][CH:6]=[CH:7][CH:8]=2)[N:3]=1.[NH3:14].O.II.C1[CH2:22][O:21]CC1, predict the reaction product. The product is: [Cl:1][C:2]1[C:11]([C:12]#[N:14])=[CH:10][C:9]2[C:4](=[CH:5][CH:6]=[C:7]([O:21][CH3:22])[CH:8]=2)[N:3]=1. (10) The product is: [CH3:17][NH:16][C:13]1[CH:14]=[CH:15][C:10]([C:9]([NH:8][CH2:7][C:6]([OH:22])=[O:5])=[O:21])=[CH:11][C:12]=1[N+:18]([O-:20])=[O:19]. Given the reactants C([O:5][C:6](=[O:22])[CH2:7][NH:8][C:9](=[O:21])[C:10]1[CH:15]=[CH:14][C:13]([NH:16][CH3:17])=[C:12]([N+:18]([O-:20])=[O:19])[CH:11]=1)(C)(C)C, predict the reaction product.